From a dataset of Reaction yield outcomes from USPTO patents with 853,638 reactions. Predict the reaction yield, written as a fraction of the theoretical maximum amount of product (1.0 means a 100% yield; for example, 0.34 means a 34% yield). (1) The reactants are [Br:1][C:2]1[CH:3]=[C:4]2[C:23](=[CH:24][CH:25]=1)[C:7]1=[CH:8][C:9]3[C:10](=[O:22])[C:11]4[CH:12]=[CH:13][C:14]([Br:21])=[CH:15][C:16]=4[C:17](=[O:20])[C:18]=3[CH:19]=[C:6]1[C:5]2([CH3:27])[CH3:26].[BH4-].[Na+]. The catalyst is CO. The product is [Br:1][C:2]1[CH:3]=[C:4]2[C:23](=[CH:24][CH:25]=1)[C:7]1=[CH:8][C:9]3[CH:10]([OH:22])[C:11]4[CH:12]=[CH:13][C:14]([Br:21])=[CH:15][C:16]=4[CH:17]([OH:20])[C:18]=3[CH:19]=[C:6]1[C:5]2([CH3:27])[CH3:26]. The yield is 0.780. (2) The reactants are [CH2:1]([O:3][C:4]([CH:6]1[C:15]2[C:10](=[CH:11][C:12]([O:17][Si](C(C)(C)C)(C)C)=[C:13]([CH3:16])[CH:14]=2)[C:9]([CH3:26])([CH3:25])[CH2:8][CH2:7]1)=[O:5])[CH3:2].[F-].C([N+](CCCC)(CCCC)CCCC)CCC.O1CCCC1.C1C=CC(N([S:57]([C:60]([F:63])([F:62])[F:61])(=[O:59])=[O:58])[S:57]([C:60]([F:63])([F:62])[F:61])(=[O:59])=[O:58])=CC=1. The catalyst is CN(C)C1C=CN=CC=1.CCCCCC.C(OCC)(=O)C.O. The product is [CH2:1]([O:3][C:4]([CH:6]1[C:15]2[C:10](=[CH:11][C:12]([O:17][S:57]([C:60]([F:63])([F:62])[F:61])(=[O:59])=[O:58])=[C:13]([CH3:16])[CH:14]=2)[C:9]([CH3:26])([CH3:25])[CH2:8][CH2:7]1)=[O:5])[CH3:2]. The yield is 0.860.